Dataset: Full USPTO retrosynthesis dataset with 1.9M reactions from patents (1976-2016). Task: Predict the reactants needed to synthesize the given product. Given the product [F:1][C:2]1[CH:3]=[C:4]2[C:9](=[CH:10][CH:11]=1)[NH:8][C:7](=[O:15])[CH:6]=[CH:5]2, predict the reactants needed to synthesize it. The reactants are: [F:1][C:2]1[CH:3]=[C:4]2[C:9](=[CH:10][CH:11]=1)[N+:8]([O-])=[CH:7][CH:6]=[CH:5]2.C(OC(=O)C)(=[O:15])C.